From a dataset of Full USPTO retrosynthesis dataset with 1.9M reactions from patents (1976-2016). Predict the reactants needed to synthesize the given product. The reactants are: Br[C:2]1[C:3]([N:23]([CH3:28])[S:24]([CH3:27])(=[O:26])=[O:25])=[CH:4][C:5]2[O:9][C:8]([C:10]3[N:14]([CH:15]([CH3:17])[CH3:16])[N:13]=[CH:12][CH:11]=3)=[C:7]([C:18]([NH:20][CH3:21])=[O:19])[C:6]=2[CH:22]=1.[B:29]1([B:29]2[O:33][C:32]([CH3:35])([CH3:34])[C:31]([CH3:37])([CH3:36])[O:30]2)[O:33][C:32]([CH3:35])([CH3:34])[C:31]([CH3:37])([CH3:36])[O:30]1.CC([O-])=O.[K+]. Given the product [CH:15]([N:14]1[C:10]([C:8]2[O:9][C:5]3[CH:4]=[C:3]([N:23]([CH3:28])[S:24]([CH3:27])(=[O:26])=[O:25])[C:2]([B:29]4[O:33][C:32]([CH3:35])([CH3:34])[C:31]([CH3:37])([CH3:36])[O:30]4)=[CH:22][C:6]=3[C:7]=2[C:18]([NH:20][CH3:21])=[O:19])=[CH:11][CH:12]=[N:13]1)([CH3:17])[CH3:16], predict the reactants needed to synthesize it.